From a dataset of Forward reaction prediction with 1.9M reactions from USPTO patents (1976-2016). Predict the product of the given reaction. (1) Given the reactants [C:1]([C:3]1[C:8]([F:9])=[C:7]([CH:10]2[O:14][CH2:13][CH2:12][O:11]2)[CH:6]=[CH:5][N:4]=1)#N.[OH-:15].[Na+].Cl.[OH2:18], predict the reaction product. The product is: [F:9][C:8]1[C:3]([C:1]([OH:18])=[O:15])=[N:4][CH:5]=[CH:6][C:7]=1[CH:10]1[O:14][CH2:13][CH2:12][O:11]1. (2) The product is: [C:10]1([C:9]2[CH:20]=[C:19]([CH2:18][OH:21])[O:17][N:16]=2)[CH:15]=[CH:14][CH:13]=[CH:12][CH:11]=1. Given the reactants C(N(CC)CC)C.Cl[C:9](=[N:16][OH:17])[C:10]1[CH:15]=[CH:14][CH:13]=[CH:12][CH:11]=1.[CH2:18]([OH:21])[C:19]#[CH:20].O, predict the reaction product. (3) Given the reactants C(C1C=C(NC(=O)CCCC2C=CC([B:25]([OH:27])[OH:26])=CC=2)C=CC=1S(CC)(=O)=O)#N.[C:29]([C:31]1[CH:32]=[C:33]([NH:42][C:43](=[O:55])[O:44][CH2:45][CH2:46][C:47]2[CH:52]=[CH:51][C:50](Br)=[CH:49][C:48]=2[CH3:54])[CH:34]=[CH:35][C:36]=1[S:37]([CH2:40][CH3:41])(=[O:39])=[O:38])#[N:30], predict the reaction product. The product is: [C:29]([C:31]1[CH:32]=[C:33]([NH:42][C:43]([O:44][CH2:45][CH2:46][C:47]2[CH:52]=[CH:51][C:50]([B:25]([OH:27])[OH:26])=[CH:49][C:48]=2[CH3:54])=[O:55])[CH:34]=[CH:35][C:36]=1[S:37]([CH2:40][CH3:41])(=[O:39])=[O:38])#[N:30]. (4) Given the reactants [C:1]([O:5][C:6](=[O:34])[NH:7][CH2:8][CH2:9][CH2:10][NH:11][CH:12]([C:16]1[C:25]([CH2:26][C:27]2[CH:32]=[CH:31][CH:30]=[CH:29][CH:28]=2)=[N:24][C:23]2[C:18](=[CH:19][C:20]([Cl:33])=[CH:21][CH:22]=2)[N:17]=1)[CH:13]1[CH2:15][CH2:14]1)([CH3:4])([CH3:3])[CH3:2].CCN(CC)CC.[C:42]1([CH3:51])[CH:47]=[CH:46][C:45]([C:48](Cl)=[O:49])=[CH:44][CH:43]=1, predict the reaction product. The product is: [C:1]([O:5][C:6](=[O:34])[NH:7][CH2:8][CH2:9][CH2:10][N:11]([CH:12]([C:16]1[C:25]([CH2:26][C:27]2[CH:28]=[CH:29][CH:30]=[CH:31][CH:32]=2)=[N:24][C:23]2[C:18](=[CH:19][C:20]([Cl:33])=[CH:21][CH:22]=2)[N:17]=1)[CH:13]1[CH2:14][CH2:15]1)[C:48](=[O:49])[C:45]1[CH:46]=[CH:47][C:42]([CH3:51])=[CH:43][CH:44]=1)([CH3:4])([CH3:2])[CH3:3].